This data is from Reaction yield outcomes from USPTO patents with 853,638 reactions. The task is: Predict the reaction yield, written as a fraction of the theoretical maximum amount of product (1.0 means a 100% yield; for example, 0.34 means a 34% yield). (1) The yield is 0.260. The catalyst is C(O)C. The product is [O:18]=[C:19]([OH:31])[C@@H:20]([C@H:22]([C@H:24]([C@@H:26]([C:28]([OH:30])=[O:29])[OH:27])[OH:25])[OH:23])[OH:21].[CH3:1][NH:2][C@H:3]([CH2:5]/[CH:6]=[CH:7]/[C:8]1[CH:9]=[N:10][CH:11]=[C:12]([O:14][CH:15]([CH3:17])[CH3:16])[CH:13]=1)[CH3:4].[CH3:1][NH:2][C@H:3]([CH2:5]/[CH:6]=[CH:7]/[C:8]1[CH:9]=[N:10][CH:11]=[C:12]([O:14][CH:15]([CH3:17])[CH3:16])[CH:13]=1)[CH3:4]. The reactants are [CH3:1][NH:2][C@H:3]([CH2:5]/[CH:6]=[CH:7]/[C:8]1[CH:9]=[N:10][CH:11]=[C:12]([O:14][CH:15]([CH3:17])[CH3:16])[CH:13]=1)[CH3:4].[O:18]=[C:19]([OH:31])[C@@H:20]([C@H:22]([C@H:24]([C@@H:26]([C:28]([OH:30])=[O:29])[OH:27])[OH:25])[OH:23])[OH:21].O. (2) The reactants are [Cl:1][C:2]1[CH:3]=[CH:4][C:5]2[CH2:6][NH:7][CH2:8][CH:9]([C:13]3[CH:18]=[CH:17][CH:16]=[CH:15][N:14]=3)[O:10][C:11]=2[N:12]=1.[CH2:19]([N:21](CC)CC)[CH3:20].BrCC#N. The catalyst is C1COCC1.C(OCC)(=O)C. The product is [Cl:1][C:2]1[CH:3]=[CH:4][C:5]2[CH2:6][N:7]([CH2:20][C:19]#[N:21])[CH2:8][CH:9]([C:13]3[CH:18]=[CH:17][CH:16]=[CH:15][N:14]=3)[O:10][C:11]=2[N:12]=1. The yield is 0.880. (3) The reactants are [C:1]([O:8][CH3:9])(=[O:7])[CH2:2][C:3]([O:5][CH3:6])=[O:4].O1CCCC1.[H-].[Na+].[CH:17]([C:21]1[C:22](S(C)(=O)=O)=[N:23][C:24]([N:34]2[CH:38]=[CH:37][CH:36]=[N:35]2)=[N:25][C:26]=1[N:27]1[CH2:32][CH2:31][CH:30]([CH3:33])[CH2:29][CH2:28]1)([CH2:19][CH3:20])[CH3:18]. The catalyst is O. The product is [CH:17]([C:21]1[C:22]([CH:2]([C:1]([O:8][CH3:9])=[O:7])[C:3]([O:5][CH3:6])=[O:4])=[N:23][C:24]([N:34]2[CH:38]=[CH:37][CH:36]=[N:35]2)=[N:25][C:26]=1[N:27]1[CH2:28][CH2:29][CH:30]([CH3:33])[CH2:31][CH2:32]1)([CH2:19][CH3:20])[CH3:18]. The yield is 1.00. (4) The reactants are [C:1](=[O:16])([O:14][CH3:15])[O:2][C:3]1[CH:8]=[CH:7][C:6]([F:9])=[CH:5][C:4]=1[C:10]([CH3:13])([CH3:12])[CH3:11].[N+:17]([O-:20])([OH:19])=[O:18]. The catalyst is OS(O)(=O)=O. The product is [C:1](=[O:16])([O:14][CH3:15])[O:2][C:3]1[CH:8]=[C:7]([N+:17]([O-:19])=[O:18])[C:6]([F:9])=[CH:5][C:4]=1[C:10]([CH3:11])([CH3:12])[CH3:13].[C:1](=[O:16])([O:14][CH3:15])[O:2][C:3]1[C:8]([N+:17]([O-:20])=[O:18])=[CH:7][C:6]([F:9])=[CH:5][C:4]=1[C:10]([CH3:11])([CH3:12])[CH3:13]. The yield is 0.550. (5) The product is [F:1][C:2]1([F:20])[CH2:5][N:4]([C:6]2[C:7]([O:14][CH2:15][C:16]([F:19])([F:18])[F:17])=[CH:8][C:23]([C:24]([OH:21])=[O:25])=[N:10][CH:11]=2)[CH2:3]1. The catalyst is C(OCC)(=O)C. The yield is 0.550. The reactants are [F:1][C:2]1([F:20])[CH2:5][N:4]([C:6]2[C:7]([O:14][CH2:15][C:16]([F:19])([F:18])[F:17])=[CH:8]C(C#N)=[N:10][CH:11]=2)[CH2:3]1.[OH-:21].[K+].[CH3:23][CH2:24][OH:25]. (6) The reactants are [F:1][C:2]1[C:3]([NH:12][C:13]2[CH:18]=[CH:17][C:16]([CH:19]=[CH2:20])=[CH:15][C:14]=2[F:21])=[C:4]([CH:8]=[CH:9][C:10]=1[F:11])[C:5]([OH:7])=O.C1N=CN(C(N2C=NC=C2)=O)C=1.[NH2:34][O:35][CH2:36][CH2:37][OH:38]. No catalyst specified. The product is [F:1][C:2]1[C:3]([NH:12][C:13]2[CH:18]=[CH:17][C:16]([CH:19]=[CH2:20])=[CH:15][C:14]=2[F:21])=[C:4]([CH:8]=[CH:9][C:10]=1[F:11])[C:5]([NH:34][O:35][CH2:36][CH2:37][OH:38])=[O:7]. The yield is 0.780. (7) The reactants are BrBr.[Cl:3][C:4]1[CH:9]=[CH:8][CH:7]=[CH:6][C:5]=1[OH:10].[S-:11][C:12]#[N:13].[Na+].O. The catalyst is C(O)(=O)C.C(OCC)(=O)C. The product is [Cl:3][C:4]1[CH:9]=[C:8]([S:11][C:12]#[N:13])[CH:7]=[CH:6][C:5]=1[OH:10]. The yield is 0.650.